Dataset: Full USPTO retrosynthesis dataset with 1.9M reactions from patents (1976-2016). Task: Predict the reactants needed to synthesize the given product. (1) Given the product [F:1][C:2]1[CH:7]=[CH:6][C:5]([NH:8][C:26](=[O:27])[C:25]2[CH:29]=[CH:30][CH:31]=[C:23]([C:22]([F:21])([F:32])[F:33])[CH:24]=2)=[CH:4][C:3]=1[N+:9]([O-:11])=[O:10], predict the reactants needed to synthesize it. The reactants are: [F:1][C:2]1[CH:7]=[CH:6][C:5]([NH2:8])=[CH:4][C:3]=1[N+:9]([O-:11])=[O:10].CCN(C(C)C)C(C)C.[F:21][C:22]([F:33])([F:32])[C:23]1[CH:24]=[C:25]([CH:29]=[CH:30][CH:31]=1)[C:26](Cl)=[O:27].O. (2) Given the product [ClH:28].[CH2:1]([C:4]1[C:14]2[O:13][CH2:12][CH2:11][NH:10][CH2:9][C:8]=2[CH:7]=[CH:6][CH:5]=1)[CH2:2][CH3:3], predict the reactants needed to synthesize it. The reactants are: [CH2:1]([C:4]1[C:14]2[O:13][CH2:12][CH2:11][N:10](C(OC(C)(C)C)=O)[CH2:9][C:8]=2[CH:7]=[CH:6][CH:5]=1)[CH2:2][CH3:3].C(OCC)(=O)C.[ClH:28].